Dataset: HIV replication inhibition screening data with 41,000+ compounds from the AIDS Antiviral Screen. Task: Binary Classification. Given a drug SMILES string, predict its activity (active/inactive) in a high-throughput screening assay against a specified biological target. (1) The molecule is O=C1SS(=O)c2ccccc21. The result is 0 (inactive). (2) The compound is COC(CC1(C=CO[Si](C(C)C)(C(C)C)C(C)C)C(=O)N(COCC[Si](C)(C)C)c2ccccc21)OC. The result is 0 (inactive).